Dataset: Forward reaction prediction with 1.9M reactions from USPTO patents (1976-2016). Task: Predict the product of the given reaction. (1) The product is: [F:1][C:2]([F:7])([F:6])[C:3]([OH:5])=[O:4].[CH:8]1([CH:13]([N:17]2[CH:21]=[C:20]([C:22]3[C:23]4[CH:30]=[CH:29][NH:28][C:24]=4[N:25]=[CH:26][N:27]=3)[CH:19]=[N:18]2)[CH2:14][CH2:15][CH3:16])[CH2:12][CH2:11][CH2:10][CH2:9]1. Given the reactants [F:1][C:2]([F:7])([F:6])[C:3]([OH:5])=[O:4].[CH:8]1([CH:13]([N:17]2[CH:21]=[C:20]([C:22]3[C:23]4[CH:30]=[CH:29][NH:28][C:24]=4[N:25]=[CH:26][N:27]=3)[CH:19]=[N:18]2)[CH2:14][C:15]#[CH:16])[CH2:12][CH2:11][CH2:10][CH2:9]1.[H][H], predict the reaction product. (2) Given the reactants O=[C:2]1[C:11]2[C:10]([C:12]([O:14]C)=O)=[CH:9][CH:8]=[CH:7][C:6]=2[NH:5][CH:4]([C:16]2[CH:21]=[CH:20][N:19]=[CH:18][CH:17]=2)[CH:3]1[C:22]1[CH:27]=[CH:26][N:25]=[CH:24][CH:23]=1.O=C1C2C(C(OCC)=O)=CC=CC=2NC(C2C=CN=CC=2)C1C1C=CN=CC=1.O.[NH2:57][NH2:58], predict the reaction product. The product is: [N:19]1[CH:20]=[CH:21][C:16]([CH:4]2[NH:5][C:6]3[C:11]4[C:2](=[N:57][NH:58][C:12](=[O:14])[C:10]=4[CH:9]=[CH:8][CH:7]=3)[CH:3]2[C:22]2[CH:23]=[CH:24][N:25]=[CH:26][CH:27]=2)=[CH:17][CH:18]=1.